From a dataset of Forward reaction prediction with 1.9M reactions from USPTO patents (1976-2016). Predict the product of the given reaction. Given the reactants [NH2:1][CH:2]([CH2:7][C:8]1[CH:13]=[CH:12][C:11]([N+:14]([O-:16])=[O:15])=[CH:10][CH:9]=1)[C:3]([O:5][CH3:6])=[O:4].C([O-])([O-])=O.[K+].[K+].[Cl:23][C:24]1[CH:31]=[CH:30][CH:29]=[C:28]([Cl:32])[C:25]=1[CH2:26]Br, predict the reaction product. The product is: [Cl:23][C:24]1[CH:31]=[CH:30][CH:29]=[C:28]([Cl:32])[C:25]=1[CH2:26][NH:1][CH:2]([CH2:7][C:8]1[CH:13]=[CH:12][C:11]([N+:14]([O-:16])=[O:15])=[CH:10][CH:9]=1)[C:3]([O:5][CH3:6])=[O:4].